This data is from Peptide-MHC class II binding affinity with 134,281 pairs from IEDB. The task is: Regression. Given a peptide amino acid sequence and an MHC pseudo amino acid sequence, predict their binding affinity value. This is MHC class II binding data. (1) The peptide sequence is IFKISKTVSEGAVDI. The MHC is HLA-DPA10103-DPB10401 with pseudo-sequence HLA-DPA10103-DPB10401. The binding affinity (normalized) is 0.164. (2) The peptide sequence is EDTNIYNSNEAFKVE. The MHC is DRB1_0701 with pseudo-sequence DRB1_0701. The binding affinity (normalized) is 0.647. (3) The peptide sequence is KELQIVDKIDAAFKI. The MHC is DRB5_0101 with pseudo-sequence DRB5_0101. The binding affinity (normalized) is 0.769. (4) The peptide sequence is GAYSNASPTESAS. The MHC is H-2-IAb with pseudo-sequence H-2-IAb. The binding affinity (normalized) is 0.256. (5) The binding affinity (normalized) is 0.0412. The peptide sequence is VDPTDYFRNEQSIPP. The MHC is DRB1_1201 with pseudo-sequence DRB1_1201. (6) The peptide sequence is SGMAEATSLDTMAQM. The binding affinity (normalized) is 0.137. The MHC is HLA-DQA10101-DQB10501 with pseudo-sequence HLA-DQA10101-DQB10501. (7) The MHC is HLA-DQA10601-DQB10402 with pseudo-sequence HLA-DQA10601-DQB10402. The binding affinity (normalized) is 0.324. The peptide sequence is MWRSRADEINAIFEE.